This data is from Forward reaction prediction with 1.9M reactions from USPTO patents (1976-2016). The task is: Predict the product of the given reaction. (1) Given the reactants Br[C:2]1[CH:9]=[C:6]([CH:7]=[O:8])[C:5]([OH:10])=[CH:4][CH:3]=1.[CH:11]1[C:20]2[C:15](=[CH:16][CH:17]=[CH:18][CH:19]=2)[CH:14]=[CH:13][C:12]=1B(O)O.C([O-])([O-])=O.[K+].[K+], predict the reaction product. The product is: [CH:19]1[C:20]2[C:15](=[CH:14][CH:13]=[CH:12][CH:11]=2)[CH:16]=[CH:17][C:18]=1[C:2]1[CH:9]=[C:6]([CH:7]=[O:8])[C:5]([OH:10])=[CH:4][CH:3]=1. (2) Given the reactants [NH2:1][C:2]1[CH:10]=[C:9]2[C:5]([CH:6]=[N:7][NH:8]2)=[CH:4][CH:3]=1.Cl[C:12]1[N:20]=[CH:19][CH:18]=[CH:17][C:13]=1[C:14]([OH:16])=[O:15], predict the reaction product. The product is: [NH:8]1[C:9]2[C:5](=[CH:4][CH:3]=[C:2]([NH:1][C:12]3[C:13]([C:14]([OH:16])=[O:15])=[CH:17][CH:18]=[CH:19][N:20]=3)[CH:10]=2)[CH:6]=[N:7]1. (3) Given the reactants Br[C:2]1[CH:7]=[C:6]([C:8]2[O:9][CH:10]=[CH:11][N:12]=2)[C:5]([O:13][CH3:14])=[CH:4][C:3]=1[NH:15][C:16](=[O:18])[CH3:17].C(=O)([O-])[O-].[Na+].[Na+].[C:25](OCC)(=O)[CH3:26].O, predict the reaction product. The product is: [CH3:14][O:13][C:5]1[C:6]([C:8]2[O:9][CH:10]=[CH:11][N:12]=2)=[CH:7][C:2]([CH:25]=[CH2:26])=[C:3]([NH:15][C:16](=[O:18])[CH3:17])[CH:4]=1. (4) Given the reactants [OH:1][CH2:2][C@H:3]1[CH2:7][CH2:6][CH2:5][N:4]1[CH:8]1[CH2:13][CH2:12][N:11]([C:14]([C:16]2[N:17]([CH3:33])[C:18]([C:22]3[CH:27]=[CH:26][CH:25]=[C:24]([O:28][C:29]([F:32])([F:31])[F:30])[CH:23]=3)=[N:19][C:20]=2I)=[O:15])[CH2:10][CH2:9]1.[N:34]1[CH:39]=[CH:38][C:37](B(O)O)=[CH:36][CH:35]=1, predict the reaction product. The product is: [OH:1][CH2:2][C@H:3]1[CH2:7][CH2:6][CH2:5][N:4]1[CH:8]1[CH2:13][CH2:12][N:11]([C:14]([C:16]2[N:17]([CH3:33])[C:18]([C:22]3[CH:27]=[CH:26][CH:25]=[C:24]([O:28][C:29]([F:32])([F:31])[F:30])[CH:23]=3)=[N:19][C:20]=2[C:37]2[CH:38]=[CH:39][N:34]=[CH:35][CH:36]=2)=[O:15])[CH2:10][CH2:9]1.